Dataset: Forward reaction prediction with 1.9M reactions from USPTO patents (1976-2016). Task: Predict the product of the given reaction. (1) The product is: [CH2:1]([C:5]1[N:6]([CH2:23][CH2:24][CH2:25][CH2:26][S:58]([C:52]2[CH:57]=[CH:56][CH:55]=[CH:54][CH:53]=2)(=[O:60])=[O:59])[C:7]2[C:16]3[CH:11]=[CH:12][CH:13]=[CH:14][C:15]=3[N:17]=[C:9]([NH2:10])[C:8]=2[N:22]=1)[CH2:2][CH2:3][CH3:4]. Given the reactants [CH2:1]([C:5]1[N:6]([CH2:23][CH2:24][CH2:25][CH2:26]Cl)[C:7]2[C:16]3[CH:15]=[CH:14][CH:13]=[CH:12][C:11]=3[N:10]=[C:9]([N:17]=CN(C)C)[C:8]=2[N:22]=1)[CH2:2][CH2:3][CH3:4].C(C1N(CCCCCl)C2C3C=CC=CC=3N=C(N)C=2N=1)CCC.[Na+].[C:52]1([S:58]([O-:60])=[O:59])[CH:57]=[CH:56][CH:55]=[CH:54][CH:53]=1.Cl.O1CCOCC1.C, predict the reaction product. (2) Given the reactants C[O:2][C:3]([C:5]1[CH:22]=[C:21]([C:23]([OH:25])=[O:24])[CH:20]=[C:19]2[C:6]=1[C@@:7]1([CH3:31])[C@H:16]([CH2:17][S:18]2(=[O:27])=[O:26])[C@:15]2([CH3:28])[C@H:10]([C:11]([CH3:30])([CH3:29])[CH2:12][CH2:13][CH2:14]2)[CH2:9][CH2:8]1)=[O:4].O[Li].O, predict the reaction product. The product is: [CH3:31][C@@:7]12[CH2:8][CH2:9][C@@H:10]3[C@:15]([CH3:28])([CH2:14][CH2:13][CH2:12][C:11]3([CH3:29])[CH3:30])[C@H:16]1[CH2:17][S:18](=[O:26])(=[O:27])[C:19]1[C:6]2=[C:5]([C:3]([OH:4])=[O:2])[CH:22]=[C:21]([C:23]([OH:25])=[O:24])[CH:20]=1. (3) The product is: [CH3:1][O:2][C:3](=[O:17])[C:4]1[CH:5]=[C:6]([NH:45][C:46]2[CH:51]=[CH:50][CH:49]=[CH:48][CH:47]=2)[CH:7]=[C:8]([N:10]2[CH2:14][CH2:13][CH2:12][C:11]2=[O:15])[CH:9]=1. Given the reactants [CH3:1][O:2][C:3](=[O:17])[C:4]1[CH:9]=[C:8]([N:10]2[CH2:14][CH2:13][CH2:12][C:11]2=[O:15])[CH:7]=[C:6](Br)[CH:5]=1.C([O-])([O-])=O.[Cs+].[Cs+].C(P(C(C)(C)C)C1C=CC=CC=1C1C=CC=CC=1)(C)(C)C.[NH2:45][C:46]1[CH:51]=[CH:50][CH:49]=[CH:48][CH:47]=1, predict the reaction product. (4) Given the reactants Cl[C:2]1[C:11]2[C:6](=[C:7]([OH:12])[CH:8]=[CH:9][CH:10]=2)[N:5]=[C:4]([CH3:13])[N:3]=1.I, predict the reaction product. The product is: [OH:12][C:7]1[CH:8]=[CH:9][CH:10]=[C:11]2[C:6]=1[N:5]=[C:4]([CH3:13])[N:3]=[CH:2]2. (5) Given the reactants [C:1]([OH:8])(=[O:7])/[CH:2]=[CH:3]\[C:4]([OH:6])=[O:5].C(=O)([O-])[O-].[Mn+2:13].C(=O)([O-])[O-], predict the reaction product. The product is: [C:1]([O-:8])(=[O:7])/[CH:2]=[CH:3]\[C:4]([O-:6])=[O:5].[Mn+2:13].